From a dataset of Reaction yield outcomes from USPTO patents with 853,638 reactions. Predict the reaction yield, written as a fraction of the theoretical maximum amount of product (1.0 means a 100% yield; for example, 0.34 means a 34% yield). (1) The reactants are Cl.[Cl:2][CH2:3][C:4]1[N:5]=[C:6]([NH2:9])[S:7][CH:8]=1.[Cl:10][C:11]1[CH:12]=[C:13]([CH:18]=[CH:19][C:20]=1[Cl:21])[CH2:14][N:15]=[C:16]=[O:17].CCN(C(C)C)C(C)C. The catalyst is C(Cl)Cl. The product is [Cl:10][C:11]1[CH:12]=[C:13]([CH:18]=[CH:19][C:20]=1[Cl:21])[CH2:14][NH:15][C:16]([NH:9][C:6]1[S:7][CH:8]=[C:4]([CH2:3][Cl:2])[N:5]=1)=[O:17]. The yield is 0.730. (2) The reactants are [CH3:1][C:2]1[C:3]([C:14]2[CH:15]=[N:16][C:17]([CH3:20])=[CH:18][CH:19]=2)=[N:4][N:5]([C:8]2[CH:13]=[CH:12][CH:11]=[CH:10][CH:9]=2)[C:6]=1[NH2:7].C1(C2C=CC([CH2:30][O:31]C)=CC=2CN)CC1.[CH3:35][O:36][CH2:37][C:38]1[CH:39]=[CH:40][C:41]([O:46][C:47]([F:50])([F:49])[F:48])=[C:42]([CH2:44][NH2:45])[CH:43]=1. No catalyst specified. The product is [CH3:35][O:36][CH2:37][C:38]1[CH:39]=[CH:40][C:41]([O:46][C:47]([F:48])([F:49])[F:50])=[C:42]([CH:43]=1)[CH2:44][NH:45][C:30]([NH:7][C:6]1[N:5]([C:8]2[CH:9]=[CH:10][CH:11]=[CH:12][CH:13]=2)[N:4]=[C:3]([C:14]2[CH:15]=[N:16][C:17]([CH3:20])=[CH:18][CH:19]=2)[C:2]=1[CH3:1])=[O:31]. The yield is 0.260.